Predict the reactants needed to synthesize the given product. From a dataset of Full USPTO retrosynthesis dataset with 1.9M reactions from patents (1976-2016). (1) Given the product [C:1]1([CH:7]2[O:11][N:10]=[C:9]([C:12]3[N:13]=[C:14]([CH:17]4[CH2:22][CH2:21][N:20]([C:23](=[S:37])[CH2:24][N:25]5[C:29]([CH3:30])=[CH:28][C:27]([C:31]([F:34])([F:33])[F:32])=[N:26]5)[CH2:19][CH2:18]4)[S:15][CH:16]=3)[CH2:8]2)[CH:6]=[CH:5][CH:4]=[CH:3][CH:2]=1, predict the reactants needed to synthesize it. The reactants are: [C:1]1([CH:7]2[O:11][N:10]=[C:9]([C:12]3[N:13]=[C:14]([CH:17]4[CH2:22][CH2:21][N:20]([C:23](=O)[CH2:24][N:25]5[C:29]([CH3:30])=[CH:28][C:27]([C:31]([F:34])([F:33])[F:32])=[N:26]5)[CH2:19][CH2:18]4)[S:15][CH:16]=3)[CH2:8]2)[CH:6]=[CH:5][CH:4]=[CH:3][CH:2]=1.P12(SP3(SP(SP(S3)(S1)=S)(=S)S2)=S)=[S:37]. (2) Given the product [Cl:1][C:2]1[N:7]=[C:6]([NH:25][C:20]2[C:19]3[CH:18]=[N:17][N:16]([CH2:15][C:14]4[CH:26]=[CH:27][C:11]([O:10][CH3:9])=[CH:12][CH:13]=4)[C:24]=3[CH:23]=[CH:22][CH:21]=2)[CH:5]=[CH:4][N:3]=1, predict the reactants needed to synthesize it. The reactants are: [Cl:1][C:2]1[N:7]=[C:6](Cl)[CH:5]=[CH:4][N:3]=1.[CH3:9][O:10][C:11]1[CH:27]=[CH:26][C:14]([CH2:15][N:16]2[C:24]3[CH:23]=[CH:22][CH:21]=[C:20]([NH2:25])[C:19]=3[CH:18]=[N:17]2)=[CH:13][CH:12]=1.C(N(CC)C(C)C)(C)C. (3) Given the product [CH3:25][C:26]1[CH:34]=[CH:33][C:32]([N+:35]([O-:37])=[O:36])=[CH:31][C:27]=1[C:28]([N:7]1[CH2:12][CH2:11][CH:10]([C:13]2[CH:20]=[CH:19][C:16]([C:17]#[N:18])=[CH:15][CH:14]=2)[CH2:9][CH2:8]1)=[O:30], predict the reactants needed to synthesize it. The reactants are: NC1C=C(C=CC=1C)C([N:7]1[CH2:12][CH2:11][CH:10]([C:13]2[CH:20]=[CH:19][C:16]([C:17]#[N:18])=[CH:15][CH:14]=2)[CH2:9][CH2:8]1)=O.[CH3:25][C:26]1[CH:34]=[CH:33][C:32]([N+:35]([O-:37])=[O:36])=[CH:31][C:27]=1[C:28]([OH:30])=O.C(C1C=CC(C2CCNCC2)=CC=1)#N. (4) Given the product [Cl:1][C:2]1[CH:3]=[CH:4][C:5]([OH:10])=[C:6]([C:7]2[N:8]=[C:9]([C:11]3[CH:16]=[C:15]([Cl:17])[CH:14]=[CH:13][C:12]=3[OH:18])[N:29]([CH2:31][C:32]([O:34][CH2:35][CH3:36])=[O:33])[N:30]=2)[CH:20]=1, predict the reactants needed to synthesize it. The reactants are: [Cl:1][C:2]1[CH:3]=[CH:4][C:5]2[O:10][C:9]([C:11]3[CH:16]=[C:15]([Cl:17])[CH:14]=[CH:13][C:12]=3[OH:18])=[N:8][C:7](=O)[C:6]=2[CH:20]=1.C(N(CC)CC)C.Cl.[NH:29]([CH2:31][C:32]([O:34][CH2:35][CH3:36])=[O:33])[NH2:30]. (5) Given the product [OH:6][C:7]1[C:8]([C:13]([O:15][CH3:16])=[O:14])=[N:9][CH:10]=[CH:11][CH:12]=1, predict the reactants needed to synthesize it. The reactants are: S(=O)(=O)(O)O.[OH:6][C:7]1[C:8]([C:13]([OH:15])=[O:14])=[N:9][CH:10]=[CH:11][CH:12]=1.[CH3:16]O. (6) Given the product [CH2:10]([O:17][C:18](=[O:30])[CH2:19][N:20]1[C:25]([CH3:26])=[C:24]([Cl:27])[N:23]=[C:22]([NH:9][CH2:8][CH2:7][C:4]2[CH:5]=[CH:6][CH:1]=[CH:2][CH:3]=2)[C:21]1=[O:29])[C:11]1[CH:12]=[CH:13][CH:14]=[CH:15][CH:16]=1, predict the reactants needed to synthesize it. The reactants are: [CH:1]1[CH:6]=[CH:5][C:4]([CH2:7][CH2:8][NH2:9])=[CH:3][CH:2]=1.[CH2:10]([O:17][C:18](=[O:30])[CH2:19][N:20]1[C:25]([CH3:26])=[C:24]([Cl:27])[N:23]=[C:22](Cl)[C:21]1=[O:29])[C:11]1[CH:16]=[CH:15][CH:14]=[CH:13][CH:12]=1.